This data is from Reaction yield outcomes from USPTO patents with 853,638 reactions. The task is: Predict the reaction yield, written as a fraction of the theoretical maximum amount of product (1.0 means a 100% yield; for example, 0.34 means a 34% yield). (1) The reactants are [I:1][C:2]1[CH:3]=[C:4]2[C:8](=[CH:9][CH:10]=1)[NH:7][N:6]=[C:5]2[C:11]([N:13]([O:15][CH3:16])[CH3:14])=[O:12].[O:17]1[CH:22]=[CH:21][CH2:20][CH2:19][CH2:18]1.C([O-])(O)=O.[Na+]. The catalyst is C(Cl)Cl.CC1C=CC(S([O-])(=O)=O)=CC=1.C1C=C[NH+]=CC=1. The product is [I:1][C:2]1[CH:3]=[C:4]2[C:8](=[CH:9][CH:10]=1)[N:7]([CH:18]1[CH2:19][CH2:20][CH2:21][CH2:22][O:17]1)[N:6]=[C:5]2[C:11]([N:13]([O:15][CH3:16])[CH3:14])=[O:12]. The yield is 0.920. (2) The reactants are [Br:1][C:2]1[C:10]2[C:5](=[CH:6][CH:7]=[C:8]([N+:11]([O-:13])=[O:12])[CH:9]=2)[NH:4][N:3]=1.C(=O)([O-])[O-].[K+].[K+].Cl[CH2:21][CH2:22][N:23]1[CH2:27][CH2:26][CH2:25][CH2:24]1. The catalyst is CN(C=O)C. The product is [Br:1][C:2]1[C:10]2[C:5](=[CH:6][CH:7]=[C:8]([N+:11]([O-:13])=[O:12])[CH:9]=2)[N:4]([CH2:21][CH2:22][N:23]2[CH2:27][CH2:26][CH2:25][CH2:24]2)[N:3]=1. The yield is 0.760. (3) The reactants are [Cl:1][C:2]1[CH:3]=[CH:4][C:5]2[S:9][CH:8]=[C:7]([CH2:10][N:11]3[C:19]4[C:14](=[CH:15][CH:16]=[CH:17][CH:18]=4)[C:13](=O)[C:12]3=[O:21])[C:6]=2[CH:22]=1.[F:23][C:24]([F:33])([F:32])[C:25]1[CH:26]=[C:27]([CH:29]=[CH:30][CH:31]=1)[NH2:28]. No catalyst specified. The product is [Cl:1][C:2]1[CH:3]=[CH:4][C:5]2[S:9][CH:8]=[C:7]([CH2:10][N:11]3[C:19]4[C:14](=[CH:15][CH:16]=[CH:17][CH:18]=4)[C:13](=[N:28][C:27]4[CH:29]=[CH:30][CH:31]=[C:25]([C:24]([F:23])([F:32])[F:33])[CH:26]=4)[C:12]3=[O:21])[C:6]=2[CH:22]=1. The yield is 0.180. (4) The reactants are [F:1][C:2]1[CH:7]=[CH:6][C:5]([N:8]2[C:13]([CH:14]([CH3:16])[CH3:15])=[CH:12][CH:11]=[C:10]([C:17]#N)[C:9]2=[O:19])=[CH:4][CH:3]=1.S(=O)(=O)(O)[OH:21].[OH-:25].[Na+]. The catalyst is O. The product is [F:1][C:2]1[CH:7]=[CH:6][C:5]([N:8]2[C:13]([CH:14]([CH3:16])[CH3:15])=[CH:12][CH:11]=[C:10]([C:17]([OH:21])=[O:25])[C:9]2=[O:19])=[CH:4][CH:3]=1. The yield is 0.650. (5) The reactants are [O:1]=[C:2]1[CH2:7][CH2:6][CH:5]([N:8]2[C:13](=[O:14])[C:12]([CH2:15][C:16]3[CH:21]=[CH:20][C:19]([C:22]4[CH:27]=[CH:26][CH:25]=[CH:24][C:23]=4[C:28]4[NH:32][C:31](=[O:33])[O:30][N:29]=4)=[CH:18][CH:17]=3)=[C:11]([CH2:34][CH2:35][CH3:36])[N:10]3[N:37]=[CH:38][N:39]=[C:9]23)[CH2:4][CH2:3]1.[CH2:40](O)[CH2:41][CH2:42][OH:43].CC1C=CC(S(O)(=O)=O)=CC=1.C(=O)([O-])O.[Na+]. The catalyst is C1(C)C=CC=CC=1. The product is [O:43]1[C:2]2([CH2:7][CH2:6][CH:5]([N:8]3[C:13](=[O:14])[C:12]([CH2:15][C:16]4[CH:17]=[CH:18][C:19]([C:22]5[CH:27]=[CH:26][CH:25]=[CH:24][C:23]=5[C:28]5[NH:32][C:31](=[O:33])[O:30][N:29]=5)=[CH:20][CH:21]=4)=[C:11]([CH2:34][CH2:35][CH3:36])[N:10]4[N:37]=[CH:38][N:39]=[C:9]34)[CH2:4][CH2:3]2)[O:1][CH2:40][CH2:41][CH2:42]1. The yield is 0.390.